This data is from Reaction yield outcomes from USPTO patents with 853,638 reactions. The task is: Predict the reaction yield, written as a fraction of the theoretical maximum amount of product (1.0 means a 100% yield; for example, 0.34 means a 34% yield). (1) The reactants are [C:1]([C:3]1[CH:8]=[CH:7][CH:6]=[CH:5][C:4]=1[C:9]1[CH:14]=[CH:13][C:12]([CH2:15][C:16]2[C:17](=[O:42])[N:18]([C@H:28]3[CH2:33][CH2:32][C@H:31]([O:34][CH2:35][C:36](N(OC)C)=[O:37])[CH2:30][CH2:29]3)[C:19]3[N:20]([N:25]=[CH:26][CH:27]=3)[C:21]=2[CH2:22][CH2:23][CH3:24])=[C:11]([F:43])[CH:10]=1)#[N:2].[CH3:44][Mg]Br.C(OCC)(=O)C.[Cl-].[NH4+]. The catalyst is O1CCCC1. The product is [F:43][C:11]1[CH:10]=[C:9]([C:4]2[C:3]([C:1]#[N:2])=[CH:8][CH:7]=[CH:6][CH:5]=2)[CH:14]=[CH:13][C:12]=1[CH2:15][C:16]1[C:17](=[O:42])[N:18]([C@H:28]2[CH2:29][CH2:30][C@H:31]([O:34][CH2:35][CH:36]([OH:37])[CH3:44])[CH2:32][CH2:33]2)[C:19]2[N:20]([N:25]=[CH:26][CH:27]=2)[C:21]=1[CH2:22][CH2:23][CH3:24]. The yield is 0.990. (2) The catalyst is C1(C)C=CC=CC=1.C([O-])(=O)C.[Pd+2].C([O-])(=O)C.C1C=CC(P(C2C(C3C(P(C4C=CC=CC=4)C4C=CC=CC=4)=CC=C4C=3C=CC=C4)=C3C(C=CC=C3)=CC=2)C2C=CC=CC=2)=CC=1. The yield is 0.200. The product is [CH3:1][O:2][C:3]([C:5]1[CH:14]=[CH:13][C:12]2[C:7](=[CH:8][CH:9]=[C:10]([N:22]3[CH2:26][CH2:25][CH2:24][CH2:23]3)[CH:11]=2)[CH:6]=1)=[O:4]. The reactants are [CH3:1][O:2][C:3]([C:5]1[CH:14]=[CH:13][C:12]2[C:7](=[CH:8][CH:9]=[C:10](Br)[CH:11]=2)[CH:6]=1)=[O:4].C(=O)([O-])[O-].[Cs+].[Cs+].[NH:22]1[CH2:26][CH2:25][CH2:24][CH2:23]1.C([O-])(O)=O.[Na+].